Task: Predict the reactants needed to synthesize the given product.. Dataset: Retrosynthesis with 50K atom-mapped reactions and 10 reaction types from USPTO (1) Given the product CCC(O)c1ccc(C=O)c(Oc2ccc(Cl)c(C)c2C)c1, predict the reactants needed to synthesize it. The reactants are: CCC(O)c1ccc(C(OC)OC)c(Oc2ccc(Cl)c(C)c2C)c1. (2) The reactants are: CC[C@H](C)N.COC(=O)c1cc(Cl)nc(S(=O)(=O)C(C)C)c1. Given the product CC[C@H](C)Nc1cc(C(=O)OC)cc(S(=O)(=O)C(C)C)n1, predict the reactants needed to synthesize it. (3) Given the product Nc1ccc(NC(=S)NCc2ccncc2)cc1, predict the reactants needed to synthesize it. The reactants are: O=[N+]([O-])c1ccc(NC(=S)NCc2ccncc2)cc1. (4) The reactants are: Cc1ccc(-c2ccc(S(=O)(=O)Nc3cccc([N+](=O)[O-])c3)cc2F)o1. Given the product Cc1ccc(-c2ccc(S(=O)(=O)Nc3cccc(N)c3)cc2F)o1, predict the reactants needed to synthesize it. (5) Given the product CC(C)=CCn1c(N2CCCC(NC(=O)OC(C)(C)C)C2)nc2c1c(=O)n(CC(O)c1ccccc1)c(=O)n2C, predict the reactants needed to synthesize it. The reactants are: CC(C)=CCn1c(N2CCCC(NC(=O)OC(C)(C)C)C2)nc2c1c(=O)n(CC(=O)c1ccccc1)c(=O)n2C. (6) Given the product CCOC(=O)c1csc(Cc2cc(Cl)ccc2OCC(C)C)n1, predict the reactants needed to synthesize it. The reactants are: CC(C)CI.CCOC(=O)c1csc(Cc2cc(Cl)ccc2O)n1. (7) Given the product COc1ccccc1CN(Cc1ccc(OC(C)(C)C(=O)O)c(C)c1)c1cc(-c2ccc(C(F)(F)F)cc2)nn1C, predict the reactants needed to synthesize it. The reactants are: CCOC(=O)C(C)(C)Oc1ccc(CN(Cc2ccccc2OC)c2cc(-c3ccc(C(F)(F)F)cc3)nn2C)cc1C.